This data is from Catalyst prediction with 721,799 reactions and 888 catalyst types from USPTO. The task is: Predict which catalyst facilitates the given reaction. (1) Reactant: C([C:5]1([CH:13]=[CH:12][C:11](Br)=[CH:10][CH2:9]1)[C:6]([O-:8])=[O:7])(C)(C)C.[CH2:15]([O:18][C:19]1[CH:24]=[CH:23][C:22]([C:25]#[CH:26])=[CH:21][CH:20]=1)[CH2:16][CH3:17].[CH2:27]([C:30]1[CH:35]=CC(Br)=C[CH:31]=1)CC.C[Si](C#C)(C)C.Cl. Product: [C:30]([O:8][C:6]([C:5]1[CH:9]=[CH:10][C:11]([C:26]#[C:25][C:22]2[CH:21]=[CH:20][C:19]([O:18][CH2:15][CH2:16][CH3:17])=[CH:24][CH:23]=2)=[CH:12][CH:13]=1)=[O:7])([CH3:35])([CH3:31])[CH3:27]. The catalyst class is: 6. (2) Reactant: [CH:1]1([N:4]2[C:13]3[C:8](=[CH:9][CH:10]=[CH:11][CH:12]=3)[N:7]([CH2:14][C:15]([NH2:17])=O)[CH2:6][CH2:5]2)[CH2:3][CH2:2]1.CO.Cl. Product: [CH:1]1([N:4]2[C:13]3[C:8](=[CH:9][CH:10]=[CH:11][CH:12]=3)[N:7]([CH2:14][CH2:15][NH2:17])[CH2:6][CH2:5]2)[CH2:3][CH2:2]1. The catalyst class is: 56.